Dataset: Full USPTO retrosynthesis dataset with 1.9M reactions from patents (1976-2016). Task: Predict the reactants needed to synthesize the given product. (1) Given the product [Cl:20][C:21]1[C:30]2[CH:29]=[C:28]([F:31])[C:27]([O:32][CH3:33])=[CH:26][C:25]=2[C:24]2[CH2:34][CH2:35][CH2:36][O:38][C:23]=2[N:22]=1, predict the reactants needed to synthesize it. The reactants are: C1C=CC(P(C2C=CC=CC=2)C2C=CC=CC=2)=CC=1.[Cl:20][C:21]1[C:30]2[C:25](=[CH:26][C:27]([O:32][CH3:33])=[C:28]([F:31])[CH:29]=2)[C:24]([CH2:34][CH2:35][CH2:36]O)=[C:23]([OH:38])[N:22]=1.CC(OC(/N=N/C(OC(C)C)=O)=O)C. (2) The reactants are: [Br:1][C:2]1[CH:7]=[CH:6][C:5]([NH:8][C:9]2[N:10]([CH3:31])[C:11](=[O:30])[CH:12]=[CH:13][C:14]=2[C:15]([NH:17][O:18][CH2:19][C@@H:20]([O:22][Si](C(C)(C)C)(C)C)[CH3:21])=[O:16])=[C:4]([F:32])[CH:3]=1.Cl. Given the product [Br:1][C:2]1[CH:7]=[CH:6][C:5]([NH:8][C:9]2[N:10]([CH3:31])[C:11](=[O:30])[CH:12]=[CH:13][C:14]=2[C:15]([NH:17][O:18][CH2:19][C@@H:20]([OH:22])[CH3:21])=[O:16])=[C:4]([F:32])[CH:3]=1, predict the reactants needed to synthesize it. (3) Given the product [CH3:18][O:19][C:20](=[O:34])[C:21]1[CH:26]=[CH:25][C:24]([CH2:27][N:13]([C:10]2[CH:11]=[CH:12][C:7]([O:6][Si:5]([C:1]([CH3:3])([CH3:2])[CH3:4])([CH3:17])[CH3:16])=[CH:8][C:9]=2[CH3:15])[CH3:14])=[CH:23][C:22]=1[O:29][CH2:30][CH2:31][CH2:32][CH3:33], predict the reactants needed to synthesize it. The reactants are: [C:1]([Si:5]([CH3:17])([CH3:16])[O:6][C:7]1[CH:12]=[CH:11][C:10]([NH:13][CH3:14])=[C:9]([CH3:15])[CH:8]=1)([CH3:4])([CH3:3])[CH3:2].[CH3:18][O:19][C:20](=[O:34])[C:21]1[CH:26]=[CH:25][C:24]([CH:27]=O)=[CH:23][C:22]=1[O:29][CH2:30][CH2:31][CH2:32][CH3:33].COC(=O)C1C=CC(CN(C2C=CC(O[Si](C(C)(C)C)(C)C)=CC=2C)C)=CC=1C. (4) Given the product [Cl:1][C:2]1[CH:3]=[C:4]2[C:12](=[CH:13][CH:14]=1)[NH:11][C:10]1[CH:9]([NH:15][C:22]([C:21]3[C:17]([CH3:16])=[N:18][O:19][C:20]=3[CH3:25])=[O:23])[CH2:8][CH2:7][CH2:6][C:5]2=1, predict the reactants needed to synthesize it. The reactants are: [Cl:1][C:2]1[CH:3]=[C:4]2[C:12](=[CH:13][CH:14]=1)[NH:11][C:10]1[CH:9]([NH2:15])[CH2:8][CH2:7][CH2:6][C:5]2=1.[CH3:16][C:17]1[C:21]([C:22](Cl)=[O:23])=[C:20]([CH3:25])[O:19][N:18]=1. (5) Given the product [C:26]([O:25][C:23](=[O:24])[N:14]([CH2:5][C:4]1[CH:7]=[C:8]([N+:10]([O-:12])=[O:11])[CH:9]=[C:2]([F:1])[C:3]=1[OH:13])[CH3:15])([CH3:29])([CH3:28])[CH3:27], predict the reactants needed to synthesize it. The reactants are: [F:1][C:2]1[C:3]([OH:13])=[C:4]([CH:7]=[C:8]([N+:10]([O-:12])=[O:11])[CH:9]=1)[CH:5]=O.[NH2:14][CH3:15].[BH4-].[Na+].C([O-])(O)=O.[Na+].[C:23](O[C:23]([O:25][C:26]([CH3:29])([CH3:28])[CH3:27])=[O:24])([O:25][C:26]([CH3:29])([CH3:28])[CH3:27])=[O:24].